Dataset: Full USPTO retrosynthesis dataset with 1.9M reactions from patents (1976-2016). Task: Predict the reactants needed to synthesize the given product. (1) Given the product [CH3:10][C:9]1([CH3:11])[C:4]2[CH:3]=[C:2]([B:26]([OH:28])[OH:27])[CH:14]=[CH:13][C:5]=2[NH:6][C:7](=[O:12])[O:8]1, predict the reactants needed to synthesize it. The reactants are: Br[C:2]1[CH:14]=[CH:13][C:5]2[NH:6][C:7](=[O:12])[O:8][C:9]([CH3:11])([CH3:10])[C:4]=2[CH:3]=1.[Li]CCCC.CCCCCC.[B:26]([O-])([O-:28])[O-:27]. (2) Given the product [F:14][C:10]1[CH:11]=[CH:12][C:13]2[N:5]3[CH2:4][CH2:3][CH2:2][N:1]=[C:6]3[C:7](=[O:19])[C:8]=2[CH:9]=1, predict the reactants needed to synthesize it. The reactants are: [NH2:1][CH2:2][CH2:3][CH2:4][N:5]1[C:13]2[C:8](=[CH:9][C:10]([F:14])=[CH:11][CH:12]=2)[C:7]2([O:19]CCCO2)[C:6]1=O.N. (3) Given the product [CH3:24][S:22]([C:21]([S:20][CH3:19])=[CH:11][C:10]1[CH:13]=[CH:14][CH:15]=[C:16]([O:17][CH3:18])[C:9]=1[O:8][CH2:1][C:2]1[CH:7]=[CH:6][CH:5]=[CH:4][CH:3]=1)=[O:23], predict the reactants needed to synthesize it. The reactants are: [CH2:1]([O:8][C:9]1[C:16]([O:17][CH3:18])=[CH:15][CH:14]=[CH:13][C:10]=1[CH:11]=O)[C:2]1[CH:7]=[CH:6][CH:5]=[CH:4][CH:3]=1.[CH3:19][S:20][CH2:21][S:22]([CH3:24])=[O:23].O1CCCC1.[OH-].C([N+](C)(C)C)C1C=CC=CC=1. (4) Given the product [C:22]([CH:21]([C:27]1([OH:32])[CH2:8][CH2:6][N:9]([CH3:1])[CH2:10][CH2:12]1)[CH2:20][C:17]1[CH:16]=[CH:15][C:14]([F:13])=[CH:19][CH:18]=1)([OH:24])=[O:23], predict the reactants needed to synthesize it. The reactants are: [CH2:1]([Li])CCC.[CH:6]([NH:9][CH:10]([CH3:12])C)([CH3:8])C.[F:13][C:14]1[CH:19]=[CH:18][C:17]([CH2:20][CH2:21][C:22]([OH:24])=[O:23])=[CH:16][CH:15]=1.CN1CCCC[C:27]1=[O:32]. (5) Given the product [CH2:1]([O:3][C:4]([C:6]1[N:7]=[C:8]([CH3:27])[C:9]2[N:10]([C:20]3[CH:25]=[CH:24][CH:23]=[CH:22][CH:21]=3)[C:11]3[C:16]([C:17]=2[C:18]=1[OH:19])=[CH:15][CH:14]=[CH:13][CH:12]=3)=[O:5])[CH3:2], predict the reactants needed to synthesize it. The reactants are: [CH2:1]([O:3][C:4]([C:6]1[N:7]=[C:8](Br)[C:9]2[N:10]([C:20]3[CH:25]=[CH:24][CH:23]=[CH:22][CH:21]=3)[C:11]3[C:16]([C:17]=2[C:18]=1[OH:19])=[CH:15][CH:14]=[CH:13][CH:12]=3)=[O:5])[CH3:2].[CH3:27][Sn](C)(C)C.